From a dataset of Full USPTO retrosynthesis dataset with 1.9M reactions from patents (1976-2016). Predict the reactants needed to synthesize the given product. (1) Given the product [C:9]1([N:11]2[C:10]3[C:12]([C:16]([OH:18])=[O:17])=[CH:13][CH:14]=[CH:15][C:9]=3[N:8]=[CH:7]2)[CH:15]=[CH:14][CH:13]=[CH:12][CH:10]=1, predict the reactants needed to synthesize it. The reactants are: C1([C:7]2[NH:11][C:10]3[C:12]([C:16]([O:18]C)=[O:17])=[CH:13][CH:14]=[CH:15][C:9]=3[N:8]=2)C=CC=CC=1.[OH-].[Na+].Cl. (2) The reactants are: [C:1]1([CH2:7][CH2:8][CH2:9][CH2:10][CH2:11]O)[CH:6]=[CH:5][CH:4]=[CH:3][CH:2]=1.C1(N(Cl)C(=O)N(Cl)C(=O)[N:15]1Cl)=O.[CH3:25][C:26]1([CH3:35])[N:31]([O])C(C)(C)CC[CH2:27]1. Given the product [C:26]([NH:31][N:15]=[CH:11][CH2:10][CH2:9][CH2:8][CH2:7][C:1]1[CH:6]=[CH:5][CH:4]=[CH:3][CH:2]=1)([CH3:35])([CH3:27])[CH3:25], predict the reactants needed to synthesize it. (3) Given the product [Cl:32][C:29]1[CH:30]=[CH:31][C:26]([N:18]([CH2:19][CH2:20][CH2:21][CH2:22][CH2:23][CH2:24][CH3:25])[CH2:17][CH2:16][C:14]2[N:15]=[C:11]([S:10][C:7]([CH3:8])([CH3:9])[C:6]([OH:33])=[O:5])[S:12][CH:13]=2)=[CH:27][CH:28]=1, predict the reactants needed to synthesize it. The reactants are: C([O:5][C:6](=[O:33])[C:7]([S:10][C:11]1[S:12][CH:13]=[C:14]([CH2:16][CH2:17][N:18]([C:26]2[CH:31]=[CH:30][C:29]([Cl:32])=[CH:28][CH:27]=2)[CH2:19][CH2:20][CH2:21][CH2:22][CH2:23][CH2:24][CH3:25])[N:15]=1)([CH3:9])[CH3:8])(C)(C)C.FC(F)(F)C(O)=O. (4) Given the product [C:1]([O:5][C:6]([N:8]1[CH2:13][CH2:12][C:11]2[O:14][N:15]=[C:16]([C:17]([OH:19])=[O:18])[C:10]=2[CH2:9]1)=[O:7])([CH3:4])([CH3:2])[CH3:3], predict the reactants needed to synthesize it. The reactants are: [C:1]([O:5][C:6]([N:8]1[CH2:13][CH2:12][C:11]2[O:14][N:15]=[C:16]([C:17]([O:19]CC)=[O:18])[C:10]=2[CH2:9]1)=[O:7])([CH3:4])([CH3:3])[CH3:2].[OH-].[Li+]. (5) The reactants are: [NH:1]1[C:9]2[C:4](=[CH:5][CH:6]=[CH:7][CH:8]=2)[C:3]([C:10]2[N:11]=[N:12][N:13]([C:15]3[CH:23]=[CH:22][C:18]([C:19](O)=[O:20])=[CH:17][CH:16]=3)[CH:14]=2)=[N:2]1.[CH3:24][N:25]([CH3:31])[CH:26]1[CH2:30][CH2:29][NH:28][CH2:27]1. Given the product [NH:1]1[C:9]2[C:4](=[CH:5][CH:6]=[CH:7][CH:8]=2)[C:3]([C:10]2[N:11]=[N:12][N:13]([C:15]3[CH:16]=[CH:17][C:18]([C:19]([N:28]4[CH2:29][CH2:30][CH:26]([N:25]([CH3:31])[CH3:24])[CH2:27]4)=[O:20])=[CH:22][CH:23]=3)[CH:14]=2)=[N:2]1, predict the reactants needed to synthesize it.